This data is from Catalyst prediction with 721,799 reactions and 888 catalyst types from USPTO. The task is: Predict which catalyst facilitates the given reaction. (1) Reactant: C(OC(=O)[NH:7][C:8]1([C:16]2[CH:21]=[CH:20][C:19]([C:22]3[C:31]([C:32]4[CH:37]=[CH:36][CH:35]=[CH:34][CH:33]=4)=[CH:30][C:29]4[C:28]5=[N:38][N:39]=[C:40]([NH:41][CH2:42][CH3:43])[N:27]5[CH:26]=[CH:25][C:24]=4[N:23]=3)=[CH:18][CH:17]=2)[CH2:11][C:10]2([O:15][CH2:14][CH2:13][O:12]2)[CH2:9]1)(C)(C)C. Product: [NH2:7][C:8]1([C:16]2[CH:21]=[CH:20][C:19]([C:22]3[C:31]([C:32]4[CH:37]=[CH:36][CH:35]=[CH:34][CH:33]=4)=[CH:30][C:29]4[C:28]5=[N:38][N:39]=[C:40]([NH:41][CH2:42][CH3:43])[N:27]5[CH:26]=[CH:25][C:24]=4[N:23]=3)=[CH:18][CH:17]=2)[CH2:11][C:10]2([O:12][CH2:13][CH2:14][O:15]2)[CH2:9]1. The catalyst class is: 67. (2) Reactant: [C:9](O[C:9]([O:11][C:12]([CH3:15])([CH3:14])[CH3:13])=[O:10])([O:11][C:12]([CH3:15])([CH3:14])[CH3:13])=[O:10].[NH2:16][C:17]1[C:18]([CH3:24])=[CH:19][C:20]([OH:23])=[CH:21][CH:22]=1.C(N(CC)CC)C. Product: [C:12]([O:11][C:9](=[O:10])[NH:16][C:17]1[CH:22]=[CH:21][C:20]([OH:23])=[CH:19][C:18]=1[CH3:24])([CH3:13])([CH3:14])[CH3:15]. The catalyst class is: 2. (3) Reactant: C([O-])([O-])=O.[K+].[K+].[Cl:7][C:8]1[CH:13]=[CH:12][C:11]([Cl:14])=[CH:10][C:9]=1[C:15]1[NH:16][CH:17]=[C:18]([CH3:20])[N:19]=1.Cl[C:22]1[C:27]([N+:28]([O-:30])=[O:29])=[CH:26][CH:25]=[C:24]([Cl:31])[N:23]=1. Product: [Cl:31][C:24]1[N:23]=[C:22]([N:16]2[CH:17]=[C:18]([CH3:20])[N:19]=[C:15]2[C:9]2[CH:10]=[C:11]([Cl:14])[CH:12]=[CH:13][C:8]=2[Cl:7])[C:27]([N+:28]([O-:30])=[O:29])=[CH:26][CH:25]=1. The catalyst class is: 21. (4) Reactant: [F:1][C:2]([F:40])([F:39])[C:3]1[CH:4]=[C:5]([C@H:13]([O:15][C@@H:16]2[C@@H:23]([C:24]3[CH:29]=[CH:28][CH:27]=[CH:26][C:25]=3[CH3:30])[C@H:22]3[N:18]([C:19](=[O:38])[CH:20]([N:31]4[CH2:36][CH2:35][C:34](=[O:37])[CH2:33][CH2:32]4)[CH2:21]3)[CH2:17]2)[CH3:14])[CH:6]=[C:7]([C:9]([F:12])([F:11])[F:10])[CH:8]=1.[BH4-].[Na+]. Product: [F:12][C:9]([F:10])([F:11])[C:7]1[CH:6]=[C:5]([C@H:13]([O:15][C@@H:16]2[C@@H:23]([C:24]3[CH:29]=[CH:28][CH:27]=[CH:26][C:25]=3[CH3:30])[C@H:22]3[N:18]([C:19](=[O:38])[CH:20]([N:31]4[CH2:32][CH2:33][CH:34]([OH:37])[CH2:35][CH2:36]4)[CH2:21]3)[CH2:17]2)[CH3:14])[CH:4]=[C:3]([C:2]([F:39])([F:40])[F:1])[CH:8]=1. The catalyst class is: 5. (5) Reactant: [NH:1]1[C:5]2[CH:6]=[CH:7][C:8]([NH2:10])=[CH:9][C:4]=2[N:3]=[CH:2]1.[C:11]1([N:17]2[CH2:22][CH2:21][N:20]([C:23]3[CH:30]=[CH:29][C:26]([CH:27]=O)=[CH:25][CH:24]=3)[CH2:19][CH2:18]2)[CH:16]=[CH:15][CH:14]=[CH:13][CH:12]=1.[C:31]([O:37]C(C)(C)C)(=O)[CH2:32][C:33]([O-:35])=O.C(=O)(OC)OC(C)(C)C[N+]#[C-].CC(C)([O-])C.[Na+]. Product: [NH:1]1[C:5]2[CH:6]=[CH:7][C:8]([N:10]3[CH:27]([C:26]4[CH:25]=[CH:24][C:23]([N:20]5[CH2:21][CH2:22][N:17]([C:11]6[CH:12]=[CH:13][CH:14]=[CH:15][CH:16]=6)[CH2:18][CH2:19]5)=[CH:30][CH:29]=4)[C:31](=[O:37])[CH2:32][C:33]3=[O:35])=[CH:9][C:4]=2[N:3]=[CH:2]1. The catalyst class is: 100. (6) Reactant: [NH2:1][C:2]1[CH:3]=[C:4]([CH:7]=[CH:8][N:9]=1)[C:5]#[N:6].[CH3:10][S:11](Cl)(=[O:13])=[O:12]. Product: [C:5]([C:4]1[CH:7]=[CH:8][N:9]=[C:2]([NH:1][S:11]([CH3:10])(=[O:13])=[O:12])[CH:3]=1)#[N:6]. The catalyst class is: 17. (7) Reactant: [OH:1][Si:2]1([CH2:8][CH2:9][CH2:10][CH2:11][C:12]([OH:14])=[O:13])[CH2:7][CH2:6][CH2:5][CH2:4][CH2:3]1.C1(N=C=NC2CCCCC2)CCCCC1.[N+:30]([C:33]1[CH:38]=[CH:37][C:36](O)=[CH:35][CH:34]=1)([O-:32])=[O:31]. Product: [OH:1][Si:2]1([CH2:8][CH2:9][CH2:10][CH2:11][C:12]([O:14][C:36]2[CH:37]=[CH:38][C:33]([N+:30]([O-:32])=[O:31])=[CH:34][CH:35]=2)=[O:13])[CH2:7][CH2:6][CH2:5][CH2:4][CH2:3]1. The catalyst class is: 13.